Regression. Given a peptide amino acid sequence and an MHC pseudo amino acid sequence, predict their binding affinity value. This is MHC class I binding data. From a dataset of Peptide-MHC class I binding affinity with 185,985 pairs from IEDB/IMGT. (1) The MHC is HLA-B35:01 with pseudo-sequence HLA-B35:01. The peptide sequence is EIRHRSGIQ. The binding affinity (normalized) is 0.0847. (2) The peptide sequence is LLLENKSLTI. The MHC is HLA-A02:01 with pseudo-sequence HLA-A02:01. The binding affinity (normalized) is 0.438. (3) The peptide sequence is MTYLDGHPV. The MHC is HLA-A03:01 with pseudo-sequence HLA-A03:01. The binding affinity (normalized) is 0.0847. (4) The peptide sequence is IYYLEKANK. The MHC is HLA-B46:01 with pseudo-sequence HLA-B46:01. The binding affinity (normalized) is 0.0847.